This data is from Full USPTO retrosynthesis dataset with 1.9M reactions from patents (1976-2016). The task is: Predict the reactants needed to synthesize the given product. Given the product [CH3:15][N:16]1[CH2:21][CH2:20][N:19]([CH2:22][C:23]2[CH:29]=[CH:28][C:26]([NH:27][C:10]([C:7]3[C:6]4[CH:13]=[CH:14][C:3]([O:2][CH3:1])=[CH:4][C:5]=4[S:9][N:8]=3)=[O:12])=[CH:25][C:24]=2[C:30]([F:33])([F:31])[F:32])[CH2:18][CH2:17]1, predict the reactants needed to synthesize it. The reactants are: [CH3:1][O:2][C:3]1[CH:14]=[CH:13][C:6]2[C:7]([C:10]([OH:12])=O)=[N:8][S:9][C:5]=2[CH:4]=1.[CH3:15][N:16]1[CH2:21][CH2:20][N:19]([CH2:22][C:23]2[CH:29]=[CH:28][C:26]([NH2:27])=[CH:25][C:24]=2[C:30]([F:33])([F:32])[F:31])[CH2:18][CH2:17]1.CCN(CC)CC.CCCP(=O)=O.